From a dataset of Reaction yield outcomes from USPTO patents with 853,638 reactions. Predict the reaction yield, written as a fraction of the theoretical maximum amount of product (1.0 means a 100% yield; for example, 0.34 means a 34% yield). (1) The reactants are COC1C=CC(C[NH:8][C:9]2[CH:16]=[CH:15][CH:14]=[C:13]([C:17]([F:20])([F:19])[F:18])[C:10]=2[C:11]#[N:12])=CC=1.FC(F)(F)C(O)=O. No catalyst specified. The product is [NH2:8][C:9]1[CH:16]=[CH:15][CH:14]=[C:13]([C:17]([F:18])([F:19])[F:20])[C:10]=1[C:11]#[N:12]. The yield is 0.990. (2) The reactants are [I:1]Cl.[O:3]1[C:7]2[CH:8]=[CH:9][C:10]([NH:12][C:13](=[O:15])[CH3:14])=[CH:11][C:6]=2[O:5][CH2:4]1. The catalyst is C(Cl)Cl.C(O)(=O)C. The product is [I:1][C:9]1[C:10]([NH:12][C:13](=[O:15])[CH3:14])=[CH:11][C:6]2[O:5][CH2:4][O:3][C:7]=2[CH:8]=1. The yield is 0.220.